Dataset: Forward reaction prediction with 1.9M reactions from USPTO patents (1976-2016). Task: Predict the product of the given reaction. (1) Given the reactants Br[C:2]1[C:7]([C:8]([F:11])([F:10])[F:9])=[CH:6][CH:5]=[C:4]([O:12][CH3:13])[C:3]=1[NH2:14].[Cu][C:16]#[N:17], predict the reaction product. The product is: [NH2:14][C:3]1[C:4]([O:12][CH3:13])=[CH:5][CH:6]=[C:7]([C:8]([F:11])([F:10])[F:9])[C:2]=1[C:16]#[N:17]. (2) Given the reactants [C:1]([NH:4][CH:5]([C:11]([O:13][CH2:14][CH3:15])=[O:12])[C:6]([O:8][CH2:9][CH3:10])=[O:7])(=[O:3])[CH3:2].[H-].[Na+].[F:18][C:19]1[CH:24]=[CH:23][C:22]([C:25](Cl)(Cl)[C:26]2[CH:31]=[CH:30][C:29]([F:32])=[CH:28][CH:27]=2)=[CH:21][CH:20]=1, predict the reaction product. The product is: [CH2:9]([O:8][C:6](=[O:7])[C:5]([NH:4][C:1](=[O:3])[CH3:2])([CH:25]([C:22]1[CH:23]=[CH:24][C:19]([F:18])=[CH:20][CH:21]=1)[C:26]1[CH:27]=[CH:28][C:29]([F:32])=[CH:30][CH:31]=1)[C:11]([O:13][CH2:14][CH3:15])=[O:12])[CH3:10]. (3) Given the reactants [CH2:1]([O:4][N:5]([C@H:18]1[CH2:23][N:22]([C:24]([O:26][C:27]([CH3:30])([CH3:29])[CH3:28])=[O:25])[C@H:21]([CH2:31][O:32][Si](C(C)(C)C)(C)C)[CH:20]=[C:19]1[CH:40]([CH3:42])[CH3:41])[S:6]([C:9]1[CH:14]=[CH:13][CH:12]=[CH:11][C:10]=1[N+:15]([O-:17])=[O:16])(=[O:8])=[O:7])[CH:2]=[CH2:3].C(ON([C@H]1CN(C(OC(C)(C)C)=O)[C@H](CO)C=C1C)S(C1C=CC=CC=1[N+]([O-])=O)(=O)=O)C=C, predict the reaction product. The product is: [CH2:1]([O:4][N:5]([C@H:18]1[CH2:23][N:22]([C:24]([O:26][C:27]([CH3:28])([CH3:29])[CH3:30])=[O:25])[C@H:21]([CH2:31][OH:32])[CH:20]=[C:19]1[CH:40]([CH3:42])[CH3:41])[S:6]([C:9]1[CH:14]=[CH:13][CH:12]=[CH:11][C:10]=1[N+:15]([O-:17])=[O:16])(=[O:8])=[O:7])[CH:2]=[CH2:3]. (4) The product is: [ClH:3].[CH3:21][O:17][C:16](=[O:18])[CH:14]([CH2:13][C:12]1[C:19]2[C:9](=[CH:8][CH:7]=[C:6]([OH:5])[CH:20]=2)[NH:10][CH:11]=1)[NH2:15]. Given the reactants S(Cl)([Cl:3])=O.[OH:5][C:6]1[CH:20]=[C:19]2[C:9]([NH:10][CH:11]=[C:12]2[CH2:13][CH:14]([C:16]([OH:18])=[O:17])[NH2:15])=[CH:8][CH:7]=1.[CH3:21]O, predict the reaction product. (5) Given the reactants [N:1]([CH2:4][C:5]1[CH:14]=[C:13]2[C:8]([C:9]([C:17]3[CH:22]=[CH:21][CH:20]=[CH:19][CH:18]=3)=[CH:10][C:11]([C:15]#[N:16])=[N:12]2)=[CH:7][CH:6]=1)=[N+:2]=[N-:3].[CH2:23]([C:25]([OH:30])([CH2:28][CH3:29])[C:26]#[CH:27])[CH3:24].C(N(C(C)C)CC)(C)C, predict the reaction product. The product is: [CH2:26]([C:25]([C:23]1[N:3]=[N:2][N:1]([CH2:4][C:5]2[CH:14]=[C:13]3[C:8]([C:9]([C:17]4[CH:22]=[CH:21][CH:20]=[CH:19][CH:18]=4)=[CH:10][C:11]([C:15]#[N:16])=[N:12]3)=[CH:7][CH:6]=2)[CH:24]=1)([OH:30])[CH2:28][CH3:29])[CH3:27]. (6) Given the reactants [Cl:1][CH2:2][CH2:3][CH2:4][CH2:5][N:6]1[C:14]([O:15][CH3:16])=[N:13][C:12]2[C:7]1=[N:8][C:9]([O:18][C@@H:19]([CH3:22])[CH2:20][CH3:21])=[N:10][C:11]=2[NH2:17].F[C:24](F)(F)C(O)=O.C1(OC2NC(N)=C3C(N=2)=NC(OC)=N3)CCCC1.BrCCCCCl, predict the reaction product. The product is: [Cl:1][CH2:2][CH2:3][CH2:4][CH2:5][N:6]1[C:14]([O:15][CH3:16])=[N:13][C:12]2[C:7]1=[N:8][C:9]([O:18][CH:19]1[CH2:22][CH2:24][CH2:21][CH2:20]1)=[N:10][C:11]=2[NH2:17].